Dataset: Forward reaction prediction with 1.9M reactions from USPTO patents (1976-2016). Task: Predict the product of the given reaction. (1) Given the reactants [F:1][C:2]1[C:7](=[O:8])[N:6]([CH2:9][C:10]2[CH:17]=[CH:16][CH:15]=[CH:14][C:11]=2[C:12]#[N:13])[C:5](Cl)=[N:4][CH:3]=1.Cl.Cl.[NH2:21][C@@H:22]1[CH2:27][CH2:26][CH2:25][NH:24][CH2:23]1.C(=O)(O)[O-].[Na+], predict the reaction product. The product is: [NH2:21][C@@H:22]1[CH2:27][CH2:26][CH2:25][N:24]([C:5]2[N:6]([CH2:9][C:10]3[CH:17]=[CH:16][CH:15]=[CH:14][C:11]=3[C:12]#[N:13])[C:7](=[O:8])[C:2]([F:1])=[CH:3][N:4]=2)[CH2:23]1. (2) Given the reactants [C:1]([C:3]1[CH:4]=[C:5]2[C:9](=[CH:10][CH:11]=1)[N:8]([CH2:12][C:13]1[CH:18]=[CH:17][CH:16]=[C:15]([O:19][C:20]([F:23])([F:22])[F:21])[CH:14]=1)[C:7]([C:24](O)=[O:25])=[CH:6]2)#[N:2].[OH:27][CH2:28][C:29]1([C:34]#[N:35])[CH2:33][CH2:32][CH2:31][CH2:30]1.Cl.CN(C)CCCN=C=NCC.O.ON1C2C=CC=CC=2N=N1, predict the reaction product. The product is: [OH:27][CH2:28][C:29]1([CH2:34][NH:35][C:24]([C:7]2[N:8]([CH2:12][C:13]3[CH:18]=[CH:17][CH:16]=[C:15]([O:19][C:20]([F:23])([F:21])[F:22])[CH:14]=3)[C:9]3[C:5]([CH:6]=2)=[CH:4][C:3]([C:1]#[N:2])=[CH:11][CH:10]=3)=[O:25])[CH2:33][CH2:32][CH2:31][CH2:30]1.